The task is: Predict the reaction yield, written as a fraction of the theoretical maximum amount of product (1.0 means a 100% yield; for example, 0.34 means a 34% yield).. This data is from Reaction yield outcomes from USPTO patents with 853,638 reactions. The reactants are [Br:1][C:2]1[CH:7]=[CH:6][C:5]([S:8]([N:11]2[CH2:15][CH2:14][CH2:13][CH:12]2[CH2:16][OH:17])(=[O:10])=[O:9])=[CH:4][CH:3]=1.N1C=CN=C1.[C:23]([Si:27](Cl)([CH3:29])[CH3:28])([CH3:26])([CH3:25])[CH3:24]. The catalyst is C(Cl)Cl. The product is [Br:1][C:2]1[CH:3]=[CH:4][C:5]([S:8]([N:11]2[CH2:15][CH2:14][CH2:13][CH:12]2[CH2:16][O:17][Si:27]([C:23]([CH3:26])([CH3:25])[CH3:24])([CH3:29])[CH3:28])(=[O:10])=[O:9])=[CH:6][CH:7]=1. The yield is 0.990.